This data is from Forward reaction prediction with 1.9M reactions from USPTO patents (1976-2016). The task is: Predict the product of the given reaction. (1) Given the reactants Br[C:2]1[CH:11]=[C:10]2[C:5]([CH:6]=[C:7]([CH2:12][CH2:13][N:14]3[CH2:18][CH2:17][CH2:16][C@H:15]3[CH3:19])[N:8]=[CH:9]2)=[CH:4][CH:3]=1.[C:20]([C:22]1[CH:27]=[CH:26][C:25](B(O)O)=[CH:24][CH:23]=1)#[N:21].P([O-])([O-])([O-])=O.[K+].[K+].[K+], predict the reaction product. The product is: [CH3:19][C@@H:15]1[CH2:16][CH2:17][CH2:18][N:14]1[CH2:13][CH2:12][C:7]1[N:8]=[CH:9][C:10]2[C:5]([CH:6]=1)=[CH:4][CH:3]=[C:2]([C:25]1[CH:26]=[CH:27][C:22]([C:20]#[N:21])=[CH:23][CH:24]=1)[CH:11]=2. (2) Given the reactants CS(O[CH2:6][C:7]1[CH:8]=[N:9][C:10]([F:13])=[CH:11][CH:12]=1)(=O)=O.[F:14]/[C:15](/[C:31]1[CH:35]=[C:34]([CH3:36])[NH:33][N:32]=1)=[CH:16]\[C:17]1[CH:18]=[CH:19][C:20]([N:23]2[CH2:28][CH:27]([CH3:29])[O:26][CH:25]([CH3:30])[CH2:24]2)=[N:21][CH:22]=1.CC(C)([O-])C.[K+].C(OCC)(=O)C, predict the reaction product. The product is: [F:14]/[C:15](/[C:31]1[CH:35]=[C:34]([CH3:36])[N:33]([CH2:6][C:7]2[CH:8]=[N:9][C:10]([F:13])=[CH:11][CH:12]=2)[N:32]=1)=[CH:16]\[C:17]1[CH:18]=[CH:19][C:20]([N:23]2[CH2:28][CH:27]([CH3:29])[O:26][CH:25]([CH3:30])[CH2:24]2)=[N:21][CH:22]=1. (3) Given the reactants [Cl:1][C:2]1[CH:7]=[CH:6][CH:5]=[CH:4][C:3]=1[N:8]1[CH:12]([C:13]2[CH:18]=[CH:17][C:16]([C:19]3[CH2:20][CH2:21][N:22](C(OC(C)(C)C)=O)[CH2:23][CH:24]=3)=[CH:15][CH:14]=2)[CH2:11][C:10]([C:32]([F:38])([F:37])[C:33]([F:36])([F:35])[F:34])=[N:9]1.[F:39][C:40]([F:45])([F:44])[C:41]([OH:43])=[O:42], predict the reaction product. The product is: [F:39][C:40]([F:45])([F:44])[C:41]([OH:43])=[O:42].[Cl:1][C:2]1[CH:7]=[CH:6][CH:5]=[CH:4][C:3]=1[N:8]1[CH:12]([C:13]2[CH:14]=[CH:15][C:16]([C:19]3[CH2:20][CH2:21][NH:22][CH2:23][CH:24]=3)=[CH:17][CH:18]=2)[CH2:11][C:10]([C:32]([F:38])([F:37])[C:33]([F:34])([F:35])[F:36])=[N:9]1.